From a dataset of Forward reaction prediction with 1.9M reactions from USPTO patents (1976-2016). Predict the product of the given reaction. (1) Given the reactants [C:1]([O:5][C:6](=[O:27])[NH:7][C@@H:8]([CH2:11][NH:12][C:13]1[CH:18]=[CH:17][N:16]=[C:15]([C:19]2[CH:24]=[C:23](I)[CH:22]=[CH:21][C:20]=2[OH:26])[N:14]=1)[CH2:9][CH3:10])([CH3:4])([CH3:3])[CH3:2].C[Si]([C:32]#[CH:33])(C)C.C(N(CC)CC)C.[F-].C([N+](CCCC)(CCCC)CCCC)CCC, predict the reaction product. The product is: [C:1]([O:5][C:6](=[O:27])[NH:7][C@@H:8]([CH2:11][NH:12][C:13]1[CH:18]=[CH:17][N:16]=[C:15]([C:19]2[CH:24]=[C:23]([C:32]#[CH:33])[CH:22]=[CH:21][C:20]=2[OH:26])[N:14]=1)[CH2:9][CH3:10])([CH3:4])([CH3:3])[CH3:2]. (2) Given the reactants [Br:1][C:2]1[CH:7]=[CH:6][C:5]([CH2:8][NH:9][S:10]([CH2:13][C:14]2[CH:19]=[CH:18][CH:17]=[CH:16][CH:15]=2)(=[O:12])=[O:11])=[CH:4][CH:3]=1.[H-].[Na+].Br[CH2:23][CH:24]([CH3:26])[CH3:25].O, predict the reaction product. The product is: [Br:1][C:2]1[CH:7]=[CH:6][C:5]([CH2:8][N:9]([CH2:23][CH:24]([CH3:26])[CH3:25])[S:10]([CH2:13][C:14]2[CH:15]=[CH:16][CH:17]=[CH:18][CH:19]=2)(=[O:12])=[O:11])=[CH:4][CH:3]=1. (3) The product is: [C:1]([N:7]([CH2:16][C:17]1[CH:18]=[CH:19][C:20]([C:23]2[CH:28]=[CH:27][CH:26]=[CH:25][C:24]=2[C:29]2[NH:33][N:32]=[N:31][N:30]=2)=[CH:21][CH:22]=1)[C@H:8]([C:12]([O:14][CH3:15])=[O:13])[CH:9]([CH3:10])[CH3:11])(=[O:6])[CH2:2][CH2:3][CH2:4][CH3:5]. Given the reactants [C:1]([N:7]([CH2:16][C:17]1[CH:22]=[CH:21][C:20]([C:23]2[CH:28]=[CH:27][CH:26]=[CH:25][C:24]=2[C:29]2[N:33](C(C3C=CC=CC=3)(C3C=CC=CC=3)C3C=CC=CC=3)[N:32]=[N:31][N:30]=2)=[CH:19][CH:18]=1)[C@H:8]([C:12]([O:14][CH3:15])=[O:13])[CH:9]([CH3:11])[CH3:10])(=[O:6])[CH2:2][CH2:3][CH2:4][CH3:5].Cl, predict the reaction product. (4) Given the reactants [CH3:1][C:2]1[N:3]=[CH:4][C:5]([C:8](O)=[O:9])=[N:6][CH:7]=1.ClC(OCC(C)C)=O.[BH4-].[Na+].[Cl-].[NH4+], predict the reaction product. The product is: [CH3:1][C:2]1[N:3]=[CH:4][C:5]([CH2:8][OH:9])=[N:6][CH:7]=1. (5) Given the reactants [Cl:1][C:2]1[CH:8]=[CH:7][CH:6]=[C:5]([N+:9]([O-])=O)[C:3]=1[NH2:4].[OH-].[Na+].[CH2:14]([O:16][C:17](OCC)(OCC)OCC)[CH3:15], predict the reaction product. The product is: [Cl:1][C:2]1[C:3]2[NH:4][C:17]([O:16][CH2:14][CH3:15])=[N:9][C:5]=2[CH:6]=[CH:7][CH:8]=1. (6) Given the reactants [Cl:1][C:2]1[CH:3]=[C:4]([NH2:16])[C:5]([NH2:15])=[CH:6][C:7]=1[C:8]1[CH:13]=[CH:12][C:11]([F:14])=[CH:10][CH:9]=1.[F:17][C:18]([F:23])([F:22])[C:19](O)=O, predict the reaction product. The product is: [Cl:1][C:2]1[C:7]([C:8]2[CH:9]=[CH:10][C:11]([F:14])=[CH:12][CH:13]=2)=[CH:6][C:5]2[NH:15][C:19]([C:18]([F:23])([F:22])[F:17])=[N:16][C:4]=2[CH:3]=1.